Dataset: Catalyst prediction with 721,799 reactions and 888 catalyst types from USPTO. Task: Predict which catalyst facilitates the given reaction. Reactant: [CH2:1]([O:3][C:4](=[O:13])[C:5]1[CH:10]=[CH:9][C:8]([OH:11])=[C:7]([OH:12])[CH:6]=1)[CH3:2].C(=O)([O-])[O-].[K+].[K+].I[CH2:21][CH3:22]. Product: [CH2:1]([O:3][C:4](=[O:13])[C:5]1[CH:10]=[CH:9][C:8]([O:11][CH2:21][CH3:22])=[C:7]([OH:12])[CH:6]=1)[CH3:2]. The catalyst class is: 3.